Task: Predict the reaction yield, written as a fraction of the theoretical maximum amount of product (1.0 means a 100% yield; for example, 0.34 means a 34% yield).. Dataset: Reaction yield outcomes from USPTO patents with 853,638 reactions The yield is 0.550. The product is [NH2:29][C:18]1[CH:19]=[CH:20][C:21]([N:23]2[CH2:28][CH2:27][CH2:26][CH2:25][CH2:24]2)=[CH:22][C:17]=1[C:16]([NH:15][C:12]1[CH:11]=[N:10][C:9]([C:4]2[CH:5]=[CH:6][C:7]([CH3:8])=[C:2]([CH3:1])[CH:3]=2)=[CH:14][N:13]=1)=[O:32]. The reactants are [CH3:1][C:2]1[CH:3]=[C:4]([C:9]2[N:10]=[CH:11][C:12]([NH:15][C:16](=[O:32])[C:17]3[CH:22]=[C:21]([N:23]4[CH2:28][CH2:27][CH2:26][CH2:25][CH2:24]4)[CH:20]=[CH:19][C:18]=3[N+:29]([O-])=O)=[N:13][CH:14]=2)[CH:5]=[CH:6][C:7]=1[CH3:8]. The catalyst is CO.[Pd].